This data is from Full USPTO retrosynthesis dataset with 1.9M reactions from patents (1976-2016). The task is: Predict the reactants needed to synthesize the given product. Given the product [NH2:38][C@H:10]1[C@H:9]([OH:8])[C@@H:14]([CH3:15])[CH2:13][N:12]([C:16]2[CH:21]=[CH:20][N:19]=[CH:18][C:17]=2[NH:22][C:23]([C:25]2[N:30]=[C:29]3[N:31]([CH:34]4[CH2:37][CH2:36][CH2:35]4)[CH:32]=[CH:33][C:28]3=[CH:27][CH:26]=2)=[O:24])[CH2:11]1, predict the reactants needed to synthesize it. The reactants are: [Si]([O:8][C@@H:9]1[C@@H:14]([CH3:15])[CH2:13][N:12]([C:16]2[CH:21]=[CH:20][N:19]=[CH:18][C:17]=2[NH:22][C:23]([C:25]2[N:30]=[C:29]3[N:31]([CH:34]4[CH2:37][CH2:36][CH2:35]4)[CH:32]=[CH:33][C:28]3=[CH:27][CH:26]=2)=[O:24])[CH2:11][C@H:10]1[NH:38]C(=O)OC(C)(C)C)(C(C)(C)C)(C)C.Cl.O1CCOCC1.N.